This data is from Forward reaction prediction with 1.9M reactions from USPTO patents (1976-2016). The task is: Predict the product of the given reaction. (1) Given the reactants Cl.[N:2]12[CH2:9][CH2:8][C:5]([C:10]([OH:12])=[O:11])([CH2:6][CH2:7]1)[CH2:4][CH2:3]2.S(Cl)(Cl)=O.[F:17][C:18]1[CH:19]=[C:20]([CH2:24]O)[CH:21]=[CH:22][CH:23]=1, predict the reaction product. The product is: [N:2]12[CH2:9][CH2:8][C:5]([C:10]([O:12][CH2:24][C:20]3[CH:21]=[CH:22][CH:23]=[C:18]([F:17])[CH:19]=3)=[O:11])([CH2:6][CH2:7]1)[CH2:4][CH2:3]2. (2) Given the reactants [N:1]1([C:7]2[C:8]3[N:23]=[N:22][N:21]([CH:24]4[CH2:29][CH2:28][NH:27][CH2:26][CH2:25]4)[C:9]=3[N:10]=[C:11]([C:13]3[CH:14]=[C:15]([CH2:19][OH:20])[CH:16]=[CH:17][CH:18]=3)[N:12]=2)[CH2:6][CH2:5][O:4][CH2:3][CH2:2]1.[CH:30](=O)[C:31]1[CH:36]=[CH:35][CH:34]=[CH:33][CH:32]=1.[BH-](OC(C)=O)(OC(C)=O)OC(C)=O.[Na+].CC(O)=O, predict the reaction product. The product is: [CH2:30]([N:27]1[CH2:28][CH2:29][CH:24]([N:21]2[C:9]3[N:10]=[C:11]([C:13]4[CH:14]=[C:15]([CH2:19][OH:20])[CH:16]=[CH:17][CH:18]=4)[N:12]=[C:7]([N:1]4[CH2:6][CH2:5][O:4][CH2:3][CH2:2]4)[C:8]=3[N:23]=[N:22]2)[CH2:25][CH2:26]1)[C:31]1[CH:36]=[CH:35][CH:34]=[CH:33][CH:32]=1. (3) Given the reactants [I:1][C:2]1[CH:7]=[CH:6][C:5]([N:8]=[C:9]2[NH:13][CH2:12][C:11]3([CH2:17][CH2:16][CH2:15][CH2:14]3)[S:10]2)=[C:4]([CH2:18][CH2:19][CH3:20])[CH:3]=1.[CH:21]1(Br)[CH2:25][CH2:24][CH2:23][CH2:22]1, predict the reaction product. The product is: [CH:21]1([N:13]2[CH2:12][C:11]3([CH2:17][CH2:16][CH2:15][CH2:14]3)[S:10][C:9]2=[N:8][C:5]2[CH:6]=[CH:7][C:2]([I:1])=[CH:3][C:4]=2[CH2:18][CH2:19][CH3:20])[CH2:25][CH2:24][CH2:23][CH2:22]1. (4) Given the reactants FC(F)(F)C(O)=O.[NH2:8][C@H:9]([C:19]1[C:24]([C:25]2[CH:26]=[CH:27][C:28]([F:34])=[C:29]([CH:33]=2)[C:30]([NH2:32])=[O:31])=[CH:23][CH:22]=[CH:21][N:20]=1)[CH2:10][C:11]1[CH:16]=[C:15]([F:17])[CH:14]=[C:13]([F:18])[CH:12]=1.[F:35][C:36]([F:55])([F:54])[C:37]1[C:45]2[C:44]3([CH2:47][CH2:46]3)[CH2:43][CH2:42][CH2:41][C:40]=2[N:39]([CH2:48][C:49](OCC)=[O:50])[N:38]=1, predict the reaction product. The product is: [F:17][C:15]1[CH:16]=[C:11]([CH2:10][C@@H:9]([C:19]2[C:24]([C:25]3[CH:26]=[CH:27][C:28]([F:34])=[C:29]([CH:33]=3)[C:30]([NH2:32])=[O:31])=[CH:23][CH:22]=[CH:21][N:20]=2)[NH:8][C:49](=[O:50])[CH2:48][N:39]2[C:40]3[CH2:41][CH2:42][CH2:43][C:44]4([CH2:47][CH2:46]4)[C:45]=3[C:37]([C:36]([F:54])([F:35])[F:55])=[N:38]2)[CH:12]=[C:13]([F:18])[CH:14]=1.